Dataset: Forward reaction prediction with 1.9M reactions from USPTO patents (1976-2016). Task: Predict the product of the given reaction. Given the reactants [C:1]([O:11]C)(=O)[CH:2]=[CH:3][C:4]1[CH:9]=[CH:8][CH:7]=[CH:6][CH:5]=1.[NH3:13], predict the reaction product. The product is: [C:1]([NH2:13])(=[O:11])[CH:2]=[CH:3][C:4]1[CH:9]=[CH:8][CH:7]=[CH:6][CH:5]=1.